This data is from Full USPTO retrosynthesis dataset with 1.9M reactions from patents (1976-2016). The task is: Predict the reactants needed to synthesize the given product. (1) The reactants are: [Br:1][C:2]1[CH:3]=[CH:4][C:5]([C:12]2[C:25]3[CH:24]=[CH:23][C:22]4[C:17](=[CH:18][CH:19]=[CH:20][CH:21]=4)[C:16]=3[CH:15]=[CH:14][CH:13]=2)=[C:6]([C:8](O)([CH3:10])[CH3:9])[CH:7]=1.O. Given the product [Br:1][C:2]1[CH:7]=[C:6]2[C:5](=[CH:4][CH:3]=1)[C:12]1[C:13]3[CH:14]=[CH:15][C:16]4[CH:25]=[CH:24][CH:23]=[CH:22][C:17]=4[C:18]=3[CH:19]=[CH:20][C:21]=1[C:8]2([CH3:10])[CH3:9], predict the reactants needed to synthesize it. (2) Given the product [Cl:1][C:2]1[S:28][C:5]2=[N:6][C:7](/[CH:12]=[CH:13]/[C:14]3[CH:19]=[CH:18][CH:17]=[C:16]([O:20][CH3:21])[C:15]=3[O:22][CH2:23][C:24]([CH3:27])([CH3:26])[CH3:25])=[C:8]([C:35]3[CH:34]=[CH:33][C:32]([O:31][C:30]([F:29])([F:41])[F:42])=[CH:37][CH:36]=3)[C:9](=[O:10])[N:4]2[CH:3]=1, predict the reactants needed to synthesize it. The reactants are: [Cl:1][C:2]1[S:28][C:5]2=[N:6][C:7](/[CH:12]=[CH:13]/[C:14]3[CH:19]=[CH:18][CH:17]=[C:16]([O:20][CH3:21])[C:15]=3[O:22][CH2:23][C:24]([CH3:27])([CH3:26])[CH3:25])=[C:8](I)[C:9](=[O:10])[N:4]2[CH:3]=1.[F:29][C:30]([F:42])([F:41])[O:31][C:32]1[CH:37]=[CH:36][C:35](B(O)O)=[CH:34][CH:33]=1.C(=O)([O-])[O-].[Na+].[Na+]. (3) Given the product [NH2:2][CH2:1][C:3]1[C:4]([N:9]([CH3:19])[S:10]([C:13]2[CH:14]=[CH:15][CH:16]=[CH:17][CH:18]=2)(=[O:12])=[O:11])=[N:5][CH:6]=[CH:7][N:8]=1, predict the reactants needed to synthesize it. The reactants are: [C:1]([C:3]1[C:4]([N:9]([CH3:19])[S:10]([C:13]2[CH:18]=[CH:17][CH:16]=[CH:15][CH:14]=2)(=[O:12])=[O:11])=[N:5][CH:6]=[CH:7][N:8]=1)#[N:2].[H][H]. (4) The reactants are: [CH3:1][O:2][CH2:3][O:4][C:5]1[CH:6]=[C:7]([S:15][CH2:16][CH2:17][C:18](OC)=O)[CH:8]=[N:9][C:10]=1[O:11][CH2:12][O:13][CH3:14].[K].[O-]CCCC.BrC[C:30]1C=C[CH:33]=[C:32]([F:36])[CH:31]=1. Given the product [F:36][C:32]1[CH:33]=[C:17]([CH:18]=[CH:30][CH:31]=1)[CH2:16][S:15][C:7]1[CH:6]=[C:5]([O:4][CH2:3][O:2][CH3:1])[C:10]([O:11][CH2:12][O:13][CH3:14])=[N:9][CH:8]=1, predict the reactants needed to synthesize it. (5) The reactants are: [CH3:1][S:2][C:3]1[CH:8]=[CH:7][C:6](B(O)O)=[CH:5][CH:4]=1.[N:12]1([C:24]([O:26][C:27]([CH3:30])([CH3:29])[CH3:28])=[O:25])[CH2:17][CH2:16][CH:15]([CH:18]2[CH2:23][CH2:22][NH:21][CH2:20][CH2:19]2)[CH2:14][CH2:13]1.C(N(CC)CC)C. Given the product [CH3:1][S:2][C:3]1[CH:8]=[CH:7][C:6]([N:21]2[CH2:20][CH2:19][CH:18]([CH:15]3[CH2:14][CH2:13][N:12]([C:24]([O:26][C:27]([CH3:30])([CH3:29])[CH3:28])=[O:25])[CH2:17][CH2:16]3)[CH2:23][CH2:22]2)=[CH:5][CH:4]=1, predict the reactants needed to synthesize it.